This data is from Catalyst prediction with 721,799 reactions and 888 catalyst types from USPTO. The task is: Predict which catalyst facilitates the given reaction. (1) The catalyst class is: 81. Product: [CH:2]1([C:3]2[CH:8]=[CH:7][C:6]([OH:9])=[C:5]([CH:4]=2)[CH:12]=[O:14])[CH2:22][CH2:21][CH2:20][CH2:19][CH2:18]1. Reactant: F[C:2](F)(F)[C:3]1[CH:8]=[CH:7][C:6]([OH:9])=[CH:5][CH:4]=1.[C:12](OCC)(=[O:14])C.[CH3:18][CH2:19][CH2:20][CH2:21][CH2:22]C. (2) Reactant: CCN(CC)CC.N1C=CC=CC=1.[Si:14]([O:31][CH2:32][CH:33]1[CH:38]([OH:39])[CH2:37][CH2:36][CH2:35][O:34]1)([C:27]([CH3:30])([CH3:29])[CH3:28])([C:21]1[CH:26]=[CH:25][CH:24]=[CH:23][CH:22]=1)[C:15]1[CH:20]=[CH:19][CH:18]=[CH:17][CH:16]=1. Product: [Si:14]([O:31][CH2:32][CH:33]1[C:38](=[O:39])[CH2:37][CH2:36][CH2:35][O:34]1)([C:27]([CH3:30])([CH3:28])[CH3:29])([C:21]1[CH:26]=[CH:25][CH:24]=[CH:23][CH:22]=1)[C:15]1[CH:20]=[CH:19][CH:18]=[CH:17][CH:16]=1. The catalyst class is: 550. (3) Reactant: [Si]([O:18][C:19]1[CH:56]=[CH:55][C:22]([O:23][CH2:24][C@@H:25]([OH:54])[CH2:26][NH:27][CH2:28][CH2:29][C:30]2[CH:53]=[CH:52][C:33]([NH:34][CH:35]3[CH2:40][CH2:39][N:38]([C:41]([C:43]4[C:51]5[C:46](=[CH:47][CH:48]=[CH:49][CH:50]=5)[NH:45][CH:44]=4)=[O:42])[CH2:37][CH2:36]3)=[CH:32][CH:31]=2)=[CH:21][CH:20]=1)(C(C)(C)C)(C1C=CC=CC=1)C1C=CC=CC=1. Product: [OH:54][C@H:25]([CH2:24][O:23][C:22]1[CH:21]=[CH:20][C:19]([OH:18])=[CH:56][CH:55]=1)[CH2:26][NH:27][CH2:28][CH2:29][C:30]1[CH:53]=[CH:52][C:33]([NH:34][CH:35]2[CH2:40][CH2:39][N:38]([C:41]([C:43]3[C:51]4[C:46](=[CH:47][CH:48]=[CH:49][CH:50]=4)[NH:45][CH:44]=3)=[O:42])[CH2:37][CH2:36]2)=[CH:32][CH:31]=1. The catalyst class is: 147. (4) The catalyst class is: 3. Reactant: [Cl:1][C:2]1[CH:7]=[CH:6][C:5]([C:8]2[CH:13]=[CH:12][N:11]3[C:14](=[O:17])[NH:15][N:16]=[C:10]3[C:9]=2[C:18]2[CH:23]=[CH:22][N:21]=[CH:20][CH:19]=2)=[CH:4][CH:3]=1.[Cl:24][C:25]1[C:30]([CH2:31]Cl)=[CH:29][CH:28]=[C:27]([C:33]([F:36])([F:35])[F:34])[N:26]=1.C([O-])([O-])=O.[K+].[K+]. Product: [Cl:24][C:25]1[C:30]([CH2:31][N:15]2[C:14](=[O:17])[N:11]3[CH:12]=[CH:13][C:8]([C:5]4[CH:6]=[CH:7][C:2]([Cl:1])=[CH:3][CH:4]=4)=[C:9]([C:18]4[CH:19]=[CH:20][N:21]=[CH:22][CH:23]=4)[C:10]3=[N:16]2)=[CH:29][CH:28]=[C:27]([C:33]([F:34])([F:35])[F:36])[N:26]=1. (5) Reactant: [Cl:1][C:2]1[CH:3]=[C:4]([CH:9]([O:13][CH:14]2[CH2:19][CH2:18][O:17][CH2:16][CH2:15]2)[C:10]([OH:12])=O)[CH:5]=[CH:6][C:7]=1[Cl:8].CN([P+](ON1N=NC2C=CC=CC1=2)(N(C)C)N(C)C)C.F[P-](F)(F)(F)(F)F.C(N(CC)CC)C.[NH2:54][C:55]1[S:56][CH:57]=[CH:58][N:59]=1. Product: [Cl:1][C:2]1[CH:3]=[C:4]([CH:9]([O:13][CH:14]2[CH2:19][CH2:18][O:17][CH2:16][CH2:15]2)[C:10]([NH:54][C:55]2[S:56][CH:57]=[CH:58][N:59]=2)=[O:12])[CH:5]=[CH:6][C:7]=1[Cl:8]. The catalyst class is: 46. (6) Reactant: FC(F)(F)C(O)=O.[C:8]([C:10]1[CH:11]=[C:12]([C:20]2[O:24][N:23]=[C:22]([C:25]3[CH:26]=[CH:27][CH:28]=[C:29]4[C:33]=3[N:32]([CH3:34])[CH:31]=[C:30]4[CH2:35][CH2:36][C:37]([O:39]C(C)(C)C)=[O:38])[N:21]=2)[CH:13]=[CH:14][C:15]=1[O:16][CH:17]([CH3:19])[CH3:18])#[N:9]. Product: [C:8]([C:10]1[CH:11]=[C:12]([C:20]2[O:24][N:23]=[C:22]([C:25]3[CH:26]=[CH:27][CH:28]=[C:29]4[C:33]=3[N:32]([CH3:34])[CH:31]=[C:30]4[CH2:35][CH2:36][C:37]([OH:39])=[O:38])[N:21]=2)[CH:13]=[CH:14][C:15]=1[O:16][CH:17]([CH3:19])[CH3:18])#[N:9]. The catalyst class is: 4. (7) Reactant: Cl[C:2]1[C:12]([C:13]#[N:14])=[CH:11][C:5]([C:6]([O:8][CH2:9][CH3:10])=[O:7])=[CH:4][N:3]=1.[CH3:15][CH:16]1[NH:21][CH2:20][CH2:19][N:18]([C:22]([O:24][C:25]([CH3:28])([CH3:27])[CH3:26])=[O:23])[CH2:17]1.[CH3:29]CN(C(C)C)C(C)C. Product: [C:13]([C:12]1[C:2]([N:21]2[CH2:20][CH2:19][N:18]([C:22]([O:24][C:25]([CH3:27])([CH3:26])[CH3:28])=[O:23])[CH2:17][CH:16]2[CH3:15])=[N:3][C:4]([CH3:29])=[C:5]([C:6]([O:8][CH2:9][CH3:10])=[O:7])[CH:11]=1)#[N:14]. The catalyst class is: 3. (8) Reactant: [H-].[Na+].[CH3:3][C:4](=[O:7])[CH2:5][CH3:6].[Cl:8][CH2:9][CH2:10][CH2:11][CH2:12][C:13]([O:15]C)=O. Product: [Cl:8][CH2:9][CH2:10][CH2:11][CH2:12][C:13](=[O:15])[CH2:3][C:4](=[O:7])[CH2:5][CH3:6]. The catalyst class is: 1. (9) Reactant: C(OC(=O)[NH:7][C:8]1[CH:13]=[CH:12][C:11]([Cl:14])=[C:10]([OH:15])[CH:9]=1)(C)(C)C.[CH3:17][N:18]1[CH2:22][CH2:21][C@H:20](O)[CH2:19]1.C1(P(C2C=CC=CC=2)C2C=CC=CC=2)C=CC=CC=1.CC(OC(/N=N/C(OC(C)C)=O)=O)C. Product: [Cl:14][C:11]1[CH:12]=[CH:13][C:8]([NH2:7])=[CH:9][C:10]=1[O:15][C@@H:20]1[CH2:21][CH2:22][N:18]([CH3:17])[CH2:19]1. The catalyst class is: 1.